Dataset: Peptide-MHC class I binding affinity with 185,985 pairs from IEDB/IMGT. Task: Regression. Given a peptide amino acid sequence and an MHC pseudo amino acid sequence, predict their binding affinity value. This is MHC class I binding data. (1) The peptide sequence is EKFFPSSSY. The MHC is HLA-A11:01 with pseudo-sequence HLA-A11:01. The binding affinity (normalized) is 0.0847. (2) The peptide sequence is FMALVAFLR. The MHC is HLA-A33:01 with pseudo-sequence HLA-A33:01. The binding affinity (normalized) is 0.780. (3) The peptide sequence is RRRWRRLTV. The MHC is HLA-A01:01 with pseudo-sequence HLA-A01:01. The binding affinity (normalized) is 0.